This data is from Catalyst prediction with 721,799 reactions and 888 catalyst types from USPTO. The task is: Predict which catalyst facilitates the given reaction. (1) Reactant: Cl.[Cl:2][C:3]1[C:12]2[C:7](=[CH:8][C:9]([O:27][CH3:28])=[C:10]([O:13][C@H:14]3[CH2:19][CH2:18][CH2:17][N:16](C(OC(C)(C)C)=O)[CH2:15]3)[CH:11]=2)[N:6]=[CH:5][N:4]=1.[Cl:29][C:30]1[C:31]([F:37])=[C:32]([CH:34]=[CH:35][CH:36]=1)[NH2:33]. Product: [ClH:2].[Cl:29][C:30]1[C:31]([F:37])=[C:32]([CH:34]=[CH:35][CH:36]=1)[NH:33][C:3]1[C:12]2[C:7](=[CH:8][C:9]([O:27][CH3:28])=[C:10]([O:13][C@H:14]3[CH2:19][CH2:18][CH2:17][NH:16][CH2:15]3)[CH:11]=2)[N:6]=[CH:5][N:4]=1. The catalyst class is: 10. (2) Reactant: N#N.[CH3:3][C:4]1([C:9]2[O:13][C:12]([CH2:14][N:15]3[CH:19]=[C:18]([N+:20]([O-])=O)[CH:17]=[N:16]3)=[CH:11][CH:10]=2)[O:8][CH2:7][CH2:6][O:5]1.[NH4+].[Cl-]. Product: [CH3:3][C:4]1([C:9]2[O:13][C:12]([CH2:14][N:15]3[CH:19]=[C:18]([NH2:20])[CH:17]=[N:16]3)=[CH:11][CH:10]=2)[O:8][CH2:7][CH2:6][O:5]1. The catalyst class is: 314.